Dataset: Forward reaction prediction with 1.9M reactions from USPTO patents (1976-2016). Task: Predict the product of the given reaction. (1) The product is: [Cl:28][C:29]1[CH:30]=[CH:31][C:32]([C:35]2[N:36]=[C:37]3[CH:42]=[CH:41][CH:40]=[CH:39][N:38]3[C:43]=2[CH2:44][N:45]2[C:49]([C:50]([N:2]([CH3:3])[CH3:1])=[O:51])=[N:48][CH:47]=[N:46]2)=[CH:33][CH:34]=1. Given the reactants [CH3:1][NH:2][C:3](C1N(CC2N3C=C(C)C=CC3=NC=2C2C=CC(C)=CC=2)N=CN=1)=O.[Cl:28][C:29]1[CH:34]=[CH:33][C:32]([C:35]2[N:36]=[C:37]3[CH:42]=[CH:41][CH:40]=[CH:39][N:38]3[C:43]=2[CH2:44][N:45]2[C:49]([C:50](OC)=[O:51])=[N:48][CH:47]=[N:46]2)=[CH:31][CH:30]=1.CNC, predict the reaction product. (2) The product is: [CH3:1][O:2][CH:3]1[CH2:8][CH2:7][N:6]([C:9]2[CH:18]=[CH:17][CH:16]=[C:15]3[C:10]=2[CH2:11][CH2:12][N:13]=[CH:14]3)[CH2:5][CH2:4]1. Given the reactants [CH3:1][O:2][CH:3]1[CH2:8][CH2:7][N:6]([C:9]2[CH:18]=[CH:17][CH:16]=[C:15]3[C:10]=2[CH2:11][CH2:12][NH:13][CH2:14]3)[CH2:5][CH2:4]1.C1C2C(=CC=CC=2)CCN=1, predict the reaction product. (3) Given the reactants Br[CH2:2][C:3]([C:5]1[CH:10]=[CH:9][C:8]([O:11][CH3:12])=[CH:7][C:6]=1[O:13][CH3:14])=[O:4].[C:15]1([OH:21])[CH:20]=[CH:19][CH:18]=[CH:17][CH:16]=1.C([O-])([O-])=O.[K+].[K+], predict the reaction product. The product is: [O:21]([CH2:2][C:3]([C:5]1[CH:10]=[CH:9][C:8]([O:11][CH3:12])=[CH:7][C:6]=1[O:13][CH3:14])=[O:4])[C:15]1[CH:20]=[CH:19][CH:18]=[CH:17][CH:16]=1. (4) Given the reactants [CH:1]1([CH2:6][CH:7]([C:19]2[CH:24]=[CH:23][C:22]([S:25]([CH3:28])(=[O:27])=[O:26])=[CH:21][CH:20]=2)[C:8](=O)[CH2:9][CH2:10][C:11]([C:13]2[S:14][CH:15]=[CH:16][N:17]=2)=O)[CH2:5][CH2:4][CH2:3][CH2:2]1.C([O-])(=O)C.[NH4+:33], predict the reaction product. The product is: [CH:1]1([CH2:6][CH:7]([C:8]2[NH:33][C:11]([C:13]3[S:14][CH:15]=[CH:16][N:17]=3)=[CH:10][CH:9]=2)[C:19]2[CH:24]=[CH:23][C:22]([S:25]([CH3:28])(=[O:27])=[O:26])=[CH:21][CH:20]=2)[CH2:5][CH2:4][CH2:3][CH2:2]1. (5) Given the reactants [F:1][C:2]1[CH:3]=[C:4]([CH:8]=[C:9]([F:11])[CH:10]=1)[C:5]([OH:7])=O.[NH2:12][CH:13]1[CH2:17][N:16]([C:18]2[CH:23]=[CH:22][C:21]([Cl:24])=[CH:20][CH:19]=2)[C:15](=[O:25])[CH2:14]1.Cl.CN(C)CCCN=C=NCC, predict the reaction product. The product is: [Cl:24][C:21]1[CH:20]=[CH:19][C:18]([N:16]2[C:15](=[O:25])[CH2:14][CH:13]([NH:12][C:5](=[O:7])[C:4]3[CH:8]=[C:9]([F:11])[CH:10]=[C:2]([F:1])[CH:3]=3)[CH2:17]2)=[CH:23][CH:22]=1. (6) Given the reactants [Cl:1][C:2]1[CH:9]=[C:8]([S:10][CH2:11][CH3:12])[C:7]([NH:13][NH2:14])=[CH:6][C:3]=1[C:4]#[N:5].[NH2:15][C:16]1[CH:24]=[CH:23][C:22]([C:25]([F:28])([F:27])[F:26])=[CH:21][C:17]=1[C:18](O)=[O:19].N[C:30]1C(C(NNC2C=C(C#N)C=CC=2SCC)=O)=CC(Br)=CN=1, predict the reaction product. The product is: [Cl:1][C:2]1[CH:9]=[C:8]([S:10][CH2:11][CH3:12])[C:7]([NH:13][N:14]2[C:18](=[O:19])[C:17]3[C:16](=[CH:24][CH:23]=[C:22]([C:25]([F:28])([F:27])[F:26])[CH:21]=3)[N:15]=[CH:30]2)=[CH:6][C:3]=1[C:4]#[N:5]. (7) Given the reactants CCCC[N+](CCCC)(CCCC)CCCC.O.O.O.[F-].[Si]([O:39][C@@H:40]1[CH2:45][CH2:44][C@H:43]([NH:46][C:47](=[O:53])[O:48][C:49]([CH3:52])([CH3:51])[CH3:50])[C@@H:42]([F:54])[CH2:41]1)(C(C)(C)C)(C1C=CC=CC=1)C1C=CC=CC=1, predict the reaction product. The product is: [C:49]([O:48][C:47](=[O:53])[NH:46][C@H:43]1[CH2:44][CH2:45][C@@H:40]([OH:39])[CH2:41][C@@H:42]1[F:54])([CH3:52])([CH3:50])[CH3:51]. (8) The product is: [CH3:23][N:22]([CH3:24])[C:18]1[CH:17]=[C:16]([C:14]([N:10]2[CH2:11][CH2:12][CH2:13][CH:8]([C:3]3[CH:4]=[CH:5][CH:6]=[CH:7][CH:2]=3)[CH2:9]2)=[O:15])[CH:21]=[CH:20][N:19]=1. Given the reactants F[C:2]1[CH:7]=[CH:6][CH:5]=[CH:4][C:3]=1[CH:8]1[CH2:13][CH2:12][CH2:11][N:10]([C:14]([C:16]2[CH:21]=[CH:20][N:19]=[C:18]([N:22]([CH3:24])[CH3:23])[CH:17]=2)=[O:15])[CH2:9]1.C1(C2CCCNC2)C=CC=CC=1.CN(C)C1C=C(C=CN=1)C(O)=O, predict the reaction product.